From a dataset of Forward reaction prediction with 1.9M reactions from USPTO patents (1976-2016). Predict the product of the given reaction. (1) Given the reactants C([O:3][C:4](=[O:17])[C:5]1[CH:10]=[C:9]([S:11]([CH2:14][CH3:15])(=[O:13])=[O:12])[CH:8]=[CH:7][C:6]=1[F:16])C.[OH-].[Li+], predict the reaction product. The product is: [CH2:14]([S:11]([C:9]1[CH:8]=[CH:7][C:6]([F:16])=[C:5]([CH:10]=1)[C:4]([OH:17])=[O:3])(=[O:12])=[O:13])[CH3:15]. (2) Given the reactants [CH3:1][S:2]([N:5]1[CH2:10][CH2:9][CH:8]([OH:11])[CH2:7][CH2:6]1)(=[O:4])=[O:3].[H-].[Na+].[F:14][C:15]1[CH:20]=[CH:19][C:18]([N:21]([CH2:32][CH:33]([CH3:35])[CH3:34])[S:22]([C:25]2[C:26](Cl)=[N:27][CH:28]=[CH:29][CH:30]=2)(=[O:24])=[O:23])=[CH:17][CH:16]=1.C([O-])(O)=O.[Na+], predict the reaction product. The product is: [F:14][C:15]1[CH:16]=[CH:17][C:18]([N:21]([CH2:32][CH:33]([CH3:35])[CH3:34])[S:22]([C:25]2[CH:26]=[N:27][C:28]([O:11][CH:8]3[CH2:7][CH2:6][N:5]([S:2]([CH3:1])(=[O:4])=[O:3])[CH2:10][CH2:9]3)=[CH:29][CH:30]=2)(=[O:24])=[O:23])=[CH:19][CH:20]=1. (3) Given the reactants [CH3:1][N:2]1[CH:6]=[CH:5][N:4]=[CH:3]1.[N+:7]([O-:10])([OH:9])=[O:8].[CH2:11]1[O:14][CH:12]1[CH3:13], predict the reaction product. The product is: [N+:7]([O-:10])([O-:9])=[O:8].[OH:14][CH:12]([CH3:13])[CH2:11][N+:4]1[CH:5]=[CH:6][N:2]([CH3:1])[CH:3]=1.